Predict the reaction yield, written as a fraction of the theoretical maximum amount of product (1.0 means a 100% yield; for example, 0.34 means a 34% yield). From a dataset of Reaction yield outcomes from USPTO patents with 853,638 reactions. (1) The reactants are [CH2:1]([C:9]1[CH:19]=[CH:18][C:12]([CH2:13][NH:14][CH2:15][C:16]#[N:17])=[CH:11][CH:10]=1)[CH2:2][CH2:3][CH2:4][CH2:5][CH2:6][CH2:7][CH3:8].[Si]([N:24]=[N+:25]=[N-:26])(C)(C)C.CCCC[N+](CCCC)(CCCC)CCCC.[F-].C1COCC1. The catalyst is CO. The product is [NH:17]1[C:16]([CH2:15][NH:14][CH2:13][C:12]2[CH:18]=[CH:19][C:9]([CH2:1][CH2:2][CH2:3][CH2:4][CH2:5][CH2:6][CH2:7][CH3:8])=[CH:10][CH:11]=2)=[N:26][N:25]=[N:24]1. The yield is 0.840. (2) The reactants are Cl.[S:2]([N:12]1[C:16]2=[N:17][CH:18]=[C:19]([CH2:21][NH2:22])[N:20]=[C:15]2[CH:14]=[CH:13]1)([C:5]1[CH:11]=[CH:10][C:8]([CH3:9])=[CH:7][CH:6]=1)(=[O:4])=[O:3].[C:23]([O:27][C:28]([N:30]1[CH2:35][CH2:34][C@@H:33]([CH3:36])[C@@H:32]([C:37](O)=[O:38])[CH2:31]1)=[O:29])([CH3:26])([CH3:25])[CH3:24].CN(C(ON1N=NC2C=CC=NC1=2)=[N+](C)C)C.F[P-](F)(F)(F)(F)F.CCN(C(C)C)C(C)C. The catalyst is C(Cl)Cl. The product is [C:23]([O:27][C:28]([N:30]1[CH2:35][CH2:34][C@@H:33]([CH3:36])[C@@H:32]([C:37](=[O:38])[NH:22][CH2:21][C:19]2[N:20]=[C:15]3[CH:14]=[CH:13][N:12]([S:2]([C:5]4[CH:6]=[CH:7][C:8]([CH3:9])=[CH:10][CH:11]=4)(=[O:3])=[O:4])[C:16]3=[N:17][CH:18]=2)[CH2:31]1)=[O:29])([CH3:25])([CH3:26])[CH3:24]. The yield is 0.960. (3) The reactants are [CH2:1]([O:8][C:9]1[CH:14]=[CH:13][C:12]([C:15]2[CH:16]=[C:17]([C:31]([OH:33])=O)[C:18]3[C:23]([CH3:24])=[N:22][N:21]([CH:25]4[CH2:30][CH2:29][CH2:28][CH2:27][O:26]4)[C:19]=3[N:20]=2)=[C:11]([F:34])[CH:10]=1)[C:2]1[CH:7]=[CH:6][CH:5]=[CH:4][CH:3]=1.[CH2:35]([N:42]1[CH2:47][CH2:46][NH:45][C:44]([CH3:49])([CH3:48])[CH2:43]1)[C:36]1[CH:41]=[CH:40][CH:39]=[CH:38][CH:37]=1. No catalyst specified. The product is [CH2:35]([N:42]1[CH2:47][CH2:46][N:45]([C:31]([C:17]2[CH:16]=[C:15]([C:12]3[CH:13]=[CH:14][C:9]([O:8][CH2:1][C:2]4[CH:3]=[CH:4][CH:5]=[CH:6][CH:7]=4)=[CH:10][C:11]=3[F:34])[N:20]=[C:19]3[N:21]([CH:25]4[CH2:30][CH2:29][CH2:28][CH2:27][O:26]4)[N:22]=[C:23]([CH3:24])[C:18]=23)=[O:33])[C:44]([CH3:49])([CH3:48])[CH2:43]1)[C:36]1[CH:37]=[CH:38][CH:39]=[CH:40][CH:41]=1. The yield is 0.940. (4) The reactants are [CH3:1][C:2]1[N:7]=[C:6]([C:8]([NH:10][C:11]23[CH2:18][C:15]([C:19]([OH:21])=O)([CH2:16][CH2:17]2)[CH2:14][CH2:13][CH2:12]3)=[O:9])[CH:5]=[N:4][CH:3]=1.[N:22]1[CH:27]=[CH:26][CH:25]=[CH:24][C:23]=1[NH2:28].CN(C(ON1N=NC2C=CC=NC1=2)=[N+](C)C)C.F[P-](F)(F)(F)(F)F.CCN(C(C)C)C(C)C. The catalyst is CN(C=O)C.O. The product is [CH3:1][C:2]1[N:7]=[C:6]([C:8]([NH:10][C:11]23[CH2:18][C:15]([C:19]([NH:28][C:23]4[CH:24]=[CH:25][CH:26]=[CH:27][N:22]=4)=[O:21])([CH2:16][CH2:17]2)[CH2:14][CH2:13][CH2:12]3)=[O:9])[CH:5]=[N:4][CH:3]=1. The yield is 0.270. (5) The reactants are BrCCCCC(C)(C1C=CC(C)=CC=1)CO.[Br:17][CH2:18][CH2:19][CH2:20][C:21]([CH3:28])([CH3:27])[C:22](OCC)=[O:23].[Li+].[BH4-].CO. The catalyst is C(Cl)Cl. The product is [Br:17][CH2:18][CH2:19][CH2:20][C:21]([CH3:28])([CH3:27])[CH2:22][OH:23]. The yield is 1.00. (6) The product is [OH:54][C:47]1[C:46]([CH2:45][NH:44][C:9](=[O:11])[C:8]2[CH:7]=[CH:6][C:5]([CH:3]([CH:2]([CH3:1])[CH3:14])[CH3:4])=[CH:13][CH:12]=2)=[C:51]([CH3:52])[CH:50]=[C:49]([CH3:53])[N:48]=1. The yield is 0.440. The catalyst is ClCCl. The reactants are [CH3:1][CH:2]([CH3:14])[CH:3]([C:5]1[CH:13]=[CH:12][C:8]([C:9]([OH:11])=O)=[CH:7][CH:6]=1)[CH3:4].Cl.C(N=C=NCCCN(C)C)C.ON1C2C=CC=CC=2N=N1.C(N(CC)CC)C.[NH2:44][CH2:45][C:46]1[C:47]([OH:54])=[N:48][C:49]([CH3:53])=[CH:50][C:51]=1[CH3:52].